Binary Classification. Given a drug SMILES string, predict its activity (active/inactive) in a high-throughput screening assay against a specified biological target. From a dataset of HIV replication inhibition screening data with 41,000+ compounds from the AIDS Antiviral Screen. The compound is O=C1C(N=Nc2ccc(Br)cc2)Sc2nc3ccccc3n21. The result is 0 (inactive).